From a dataset of Catalyst prediction with 721,799 reactions and 888 catalyst types from USPTO. Predict which catalyst facilitates the given reaction. (1) Reactant: [CH:1]1([CH2:4][O:5][C:6]2[CH:14]=[CH:13][C:9]3[O:10][CH2:11][O:12][C:8]=3[C:7]=2[C:15]2[C:16]3[NH:23][CH:22]=[C:21]([C:24](O)=[O:25])[C:17]=3[N:18]=[CH:19][N:20]=2)[CH2:3][CH2:2]1.CCN(C(C)C)C(C)C.[NH2:36][C@@H:37]([C:47]([N:49]1[CH2:54][CH2:53][CH:52]([N:55]2[N:64]=[C:63]([C:65]3[CH:70]=[CH:69][C:68]([O:71][CH3:72])=[C:67]([O:73][CH3:74])[CH:66]=3)[C@@H:62]3[C@@H:57]([CH2:58][CH2:59][CH2:60][CH2:61]3)[C:56]2=[O:75])[CH2:51][CH2:50]1)=[O:48])[CH2:38][C:39]1[CH:46]=[CH:45][C:42]([C:43]#[N:44])=[CH:41][CH:40]=1.CCOC(C(C#N)=NOC(N1CCOCC1)=[N+](C)C)=O.F[P-](F)(F)(F)(F)F.C(=O)(O)[O-].[Na+]. Product: [C:43]([C:42]1[CH:41]=[CH:40][C:39]([CH2:38][C@@H:37]([NH:36][C:24]([C:21]2[C:17]3[N:18]=[CH:19][N:20]=[C:15]([C:7]4[C:8]5[O:12][CH2:11][O:10][C:9]=5[CH:13]=[CH:14][C:6]=4[O:5][CH2:4][CH:1]4[CH2:2][CH2:3]4)[C:16]=3[NH:23][CH:22]=2)=[O:25])[C:47]([N:49]2[CH2:54][CH2:53][CH:52]([N:55]3[N:64]=[C:63]([C:65]4[CH:70]=[CH:69][C:68]([O:71][CH3:72])=[C:67]([O:73][CH3:74])[CH:66]=4)[C@@H:62]4[C@@H:57]([CH2:58][CH2:59][CH2:60][CH2:61]4)[C:56]3=[O:75])[CH2:51][CH2:50]2)=[O:48])=[CH:46][CH:45]=1)#[N:44]. The catalyst class is: 2. (2) Reactant: CC(O)(C)C.CC[Mg+].[Br-].[NH2:10][C:11]([CH2:17][C:18]([O:20][CH3:21])=[O:19])=[CH:12][C:13]([O:15][CH3:16])=[O:14].[Cl:22][C:23]1[CH:28]=[CH:27][CH:26]=[C:25]([Cl:29])[C:24]=1[CH:30]=[C:31]([C:36](=O)[CH2:37][CH2:38][C:39]1[S:40][CH:41]=[CH:42][N:43]=1)[C:32]([O:34][CH3:35])=[O:33]. Product: [Cl:22][C:23]1[CH:28]=[CH:27][CH:26]=[C:25]([Cl:29])[C:24]=1[CH:30]1[C:31]([C:32]([O:34][CH3:35])=[O:33])=[C:36]([CH2:37][CH2:38][C:39]2[S:40][CH:41]=[CH:42][N:43]=2)[NH:10][C:11]([CH2:17][C:18]([O:20][CH3:21])=[O:19])=[C:12]1[C:13]([O:15][CH3:16])=[O:14]. The catalyst class is: 559. (3) Reactant: [Cl:1][C:2]1[CH:26]=[C:25]([Cl:27])[C:24]([C:28]2[CH:33]=[CH:32][C:31]([F:34])=[CH:30][N:29]=2)=[CH:23][C:3]=1[C:4]([NH:6][C:7]1[N:11]([C:12]2[CH:17]=[CH:16][CH:15]=[CH:14][CH:13]=2)[N:10]=[C:9]([C:18]([O:20]CC)=[O:19])[CH:8]=1)=[O:5].[OH-].[Na+]. Product: [Cl:1][C:2]1[CH:26]=[C:25]([Cl:27])[C:24]([C:28]2[CH:33]=[CH:32][C:31]([F:34])=[CH:30][N:29]=2)=[CH:23][C:3]=1[C:4]([NH:6][C:7]1[N:11]([C:12]2[CH:13]=[CH:14][CH:15]=[CH:16][CH:17]=2)[N:10]=[C:9]([C:18]([OH:20])=[O:19])[CH:8]=1)=[O:5]. The catalyst class is: 8. (4) Reactant: Cl.Cl.[NH2:3][CH2:4][CH2:5][N:6]1[C:14]2[C:13]([NH:15][C:16]3[CH:21]=[CH:20][C:19]([O:22][C:23]4[CH:28]=[CH:27][CH:26]=[C:25]([Cl:29])[CH:24]=4)=[C:18]([Cl:30])[CH:17]=3)=[N:12][CH:11]=[N:10][C:9]=2[CH:8]=[CH:7]1.C([CH2:33][C:34](O)=[S:35])C.[OH:37]N1C2C=CC=CC=2N=N1.Cl.C(N=C=NC[CH2:54][CH2:55]N(C)C)C. Product: [Cl:30][C:18]1[CH:17]=[C:16]([NH:15][C:13]2[C:14]3[N:6]([CH2:5][CH2:4][NH:3][C:54](=[O:37])[CH2:55][S:35][CH2:34][CH3:33])[CH:7]=[CH:8][C:9]=3[N:10]=[CH:11][N:12]=2)[CH:21]=[CH:20][C:19]=1[O:22][C:23]1[CH:28]=[CH:27][CH:26]=[C:25]([Cl:29])[CH:24]=1. The catalyst class is: 289. (5) Reactant: [Br:1][C:2]1[CH:21]=[CH:20][C:19]([F:22])=[CH:18][C:3]=1[O:4][C:5]1[CH:10]=[CH:9][C:8]([C:11]2[CH:15]=[C:14]([C:16]#[N:17])[O:13][N:12]=2)=[CH:7][CH:6]=1.[Cl-].[NH4+].[N-:25]=[N+:26]=[N-:27].[Na+].Cl. Product: [Br:1][C:2]1[CH:21]=[CH:20][C:19]([F:22])=[CH:18][C:3]=1[O:4][C:5]1[CH:6]=[CH:7][C:8]([C:11]2[CH:15]=[C:14]([C:16]3[NH:27][N:26]=[N:25][N:17]=3)[O:13][N:12]=2)=[CH:9][CH:10]=1. The catalyst class is: 18. (6) Reactant: [F:1][C:2]([F:18])([F:17])[C:3]([NH:5][CH2:6][CH2:7][C:8]1[CH:13]=[CH:12][CH:11]=[CH:10][C:9]=1[N+:14]([O-])=O)=[O:4]. Product: [NH2:14][C:9]1[CH:10]=[CH:11][CH:12]=[CH:13][C:8]=1[CH2:7][CH2:6][NH:5][C:3](=[O:4])[C:2]([F:1])([F:17])[F:18]. The catalyst class is: 178. (7) Reactant: [F:1][C:2]1[CH:7]=[C:6]([F:8])[CH:5]=[CH:4][C:3]=1[C:9]1([C:15]#[N:16])[CH2:14][CH2:13][NH:12][CH2:11][CH2:10]1.[C:17]([O:21][C:22]([NH:24][CH2:25][CH2:26][CH2:27]Br)=[O:23])([CH3:20])([CH3:19])[CH3:18].[I-].[Na+]. Product: [C:17]([O:21][C:22](=[O:23])[NH:24][CH2:25][CH2:26][CH2:27][N:12]1[CH2:13][CH2:14][C:9]([C:15]#[N:16])([C:3]2[CH:4]=[CH:5][C:6]([F:8])=[CH:7][C:2]=2[F:1])[CH2:10][CH2:11]1)([CH3:20])([CH3:19])[CH3:18]. The catalyst class is: 21.